The task is: Regression. Given two drug SMILES strings and cell line genomic features, predict the synergy score measuring deviation from expected non-interaction effect.. This data is from NCI-60 drug combinations with 297,098 pairs across 59 cell lines. (1) Drug 1: CC1=C2C(C(=O)C3(C(CC4C(C3C(C(C2(C)C)(CC1OC(=O)C(C(C5=CC=CC=C5)NC(=O)C6=CC=CC=C6)O)O)OC(=O)C7=CC=CC=C7)(CO4)OC(=O)C)O)C)OC(=O)C. Drug 2: C(CCl)NC(=O)N(CCCl)N=O. Cell line: NCI/ADR-RES. Synergy scores: CSS=9.00, Synergy_ZIP=-2.37, Synergy_Bliss=-0.972, Synergy_Loewe=-9.78, Synergy_HSA=-2.51. (2) Drug 1: CN(C)N=NC1=C(NC=N1)C(=O)N. Drug 2: CCCCC(=O)OCC(=O)C1(CC(C2=C(C1)C(=C3C(=C2O)C(=O)C4=C(C3=O)C=CC=C4OC)O)OC5CC(C(C(O5)C)O)NC(=O)C(F)(F)F)O. Cell line: PC-3. Synergy scores: CSS=12.7, Synergy_ZIP=1.35, Synergy_Bliss=8.53, Synergy_Loewe=8.95, Synergy_HSA=7.56.